From a dataset of Full USPTO retrosynthesis dataset with 1.9M reactions from patents (1976-2016). Predict the reactants needed to synthesize the given product. Given the product [C:30]([C:34]1[CH:35]=[CH:36][C:37]([CH2:38][O:29][C:24]2[CH:25]=[CH:26][CH:27]=[CH:28][C:23]=2/[CH:22]=[CH:21]/[CH:11]([CH2:10][CH2:9][C:6]2[CH:7]=[CH:8][C:3]([C:1]#[N:2])=[CH:4][CH:5]=2)[CH2:12][CH2:13][CH2:14][CH2:15][C:16]([O:18][CH2:19][CH3:20])=[O:17])=[CH:40][CH:41]=1)([CH3:33])([CH3:31])[CH3:32], predict the reactants needed to synthesize it. The reactants are: [C:1]([C:3]1[CH:8]=[CH:7][C:6]([CH2:9][CH2:10][CH:11](/[CH:21]=[CH:22]/[C:23]2[CH:28]=[CH:27][CH:26]=[CH:25][C:24]=2[OH:29])[CH2:12][CH2:13][CH2:14][CH2:15][C:16]([O:18][CH2:19][CH3:20])=[O:17])=[CH:5][CH:4]=1)#[N:2].[C:30]([C:34]1[CH:41]=[CH:40][C:37]([CH2:38]Br)=[CH:36][CH:35]=1)([CH3:33])([CH3:32])[CH3:31].C(=O)([O-])[O-].[K+].[K+].